This data is from Peptide-MHC class II binding affinity with 134,281 pairs from IEDB. The task is: Regression. Given a peptide amino acid sequence and an MHC pseudo amino acid sequence, predict their binding affinity value. This is MHC class II binding data. (1) The peptide sequence is GWNDWENVPFCSHHF. The MHC is DRB1_0801 with pseudo-sequence DRB1_0801. The binding affinity (normalized) is 0.342. (2) The peptide sequence is LEKGRLYQIKIQYQRENPTE. The MHC is HLA-DQA10301-DQB10302 with pseudo-sequence HLA-DQA10301-DQB10302. The binding affinity (normalized) is 0.282.